Dataset: Full USPTO retrosynthesis dataset with 1.9M reactions from patents (1976-2016). Task: Predict the reactants needed to synthesize the given product. (1) Given the product [Br:21][C:22]1[CH:27]=[CH:26][C:25]([CH2:28][NH:1][N:2]2[C:7](=[O:8])[C:6]3[CH:9]=[CH:10][S:11][C:5]=3[N:4]=[C:3]2[C:12]2[CH:13]=[CH:14][C:15]([F:18])=[CH:16][CH:17]=2)=[CH:24][CH:23]=1, predict the reactants needed to synthesize it. The reactants are: [NH2:1][N:2]1[C:7](=[O:8])[C:6]2[CH:9]=[CH:10][S:11][C:5]=2[N:4]=[C:3]1[C:12]1[CH:17]=[CH:16][C:15]([F:18])=[CH:14][CH:13]=1.[H-].[Na+].[Br:21][C:22]1[CH:27]=[CH:26][C:25]([CH2:28]Br)=[CH:24][CH:23]=1. (2) The reactants are: [Br:1][C:2]1[CH:3]=[C:4]2[C:9](=[CH:10][CH:11]=1)[C:8](OC1C=CC=CC=1)=[N:7][CH:6]=[CH:5]2.C([O-])(=O)C.[NH4+:23].[OH-].[Na+]. Given the product [NH2:23][C:8]1[C:9]2[C:4](=[CH:3][C:2]([Br:1])=[CH:11][CH:10]=2)[CH:5]=[CH:6][N:7]=1, predict the reactants needed to synthesize it. (3) Given the product [O:7]=[C:8]1[CH:9]2[CH2:10][C:11]3([C:18]([NH:21][C@H:22]4[CH2:27][CH2:26][CH2:25][N:24]([C:28]([O:30][C:31]([CH3:34])([CH3:33])[CH3:32])=[O:29])[CH2:23]4)=[O:19])[CH2:12][CH:13]([CH2:14][CH:15]1[CH2:16]3)[CH2:17]2, predict the reactants needed to synthesize it. The reactants are: C(Cl)(=O)C(Cl)=O.[O:7]=[C:8]1[CH:15]2[CH2:16][C:11]3([C:18](O)=[O:19])[CH2:12][CH:13]([CH2:17][CH:9]1[CH2:10]3)[CH2:14]2.[NH2:21][C@H:22]1[CH2:27][CH2:26][CH2:25][N:24]([C:28]([O:30][C:31]([CH3:34])([CH3:33])[CH3:32])=[O:29])[CH2:23]1.C(N(CC)C(C)C)(C)C. (4) Given the product [NH2:1][C:2]1[N:7]2[CH:8]=[C:9]([CH2:11][CH3:12])[N:10]=[C:6]2[C:5]([C:13]([NH:15][CH2:16][CH:17]2[CH2:22][CH2:21][N:20]([CH2:32][C:33](=[O:38])[C:34]([OH:37])([CH3:36])[CH3:35])[CH2:19][CH2:18]2)=[O:14])=[CH:4][C:3]=1[Cl:23], predict the reactants needed to synthesize it. The reactants are: [NH2:1][C:2]1[N:7]2[CH:8]=[C:9]([CH2:11][CH3:12])[N:10]=[C:6]2[C:5]([C:13]([NH:15][CH2:16][CH:17]2[CH2:22][CH2:21][NH:20][CH2:19][CH2:18]2)=[O:14])=[CH:4][C:3]=1[Cl:23].C(N(CC)CC)C.Br[CH2:32][C:33](=[O:38])[C:34]([OH:37])([CH3:36])[CH3:35].C(=O)([O-])[O-].[K+].[K+]. (5) Given the product [Cl:32][C:21]1[N:20]([CH:17]2[CH2:18][CH2:19][N:14]([C:7]3([C:1]4[CH:2]=[CH:3][CH:4]=[CH:5][CH:6]=4)[CH2:8][CH2:9][CH2:10][CH2:11][CH2:12][CH2:13]3)[CH2:15][CH2:16]2)[C:24]2[CH:23]=[CH:28][CH:27]=[CH:26][C:25]=2[N:35]=1, predict the reactants needed to synthesize it. The reactants are: [C:1]1([C:7]2([N:14]3[CH2:19][CH2:18][CH:17]([N:20]4[C:24]5[CH:25]=[CH:26][CH:27]=[CH:28][C:23]=5N[C:21]4=O)[CH2:16][CH2:15]3)[CH2:13][CH2:12][CH2:11][CH2:10][CH2:9][CH2:8]2)[CH:6]=[CH:5][CH:4]=[CH:3][CH:2]=1.P(Cl)(Cl)([Cl:32])=O.[NH3:35]. (6) Given the product [CH3:1][S:2]([C:5]1[CH:10]=[CH:9][C:8]([C:11]2[N:16]=[CH:15][C:14]([CH2:17][N:18]([CH2:32][CH2:33][CH3:34])[CH:19]3[CH2:24][CH2:23][N:22]([C:25]([O:27][C:28]([CH3:31])([CH3:30])[CH3:29])=[O:26])[CH2:21][CH2:20]3)=[CH:13][CH:12]=2)=[CH:7][CH:6]=1)(=[O:3])=[O:4], predict the reactants needed to synthesize it. The reactants are: [CH3:1][S:2]([C:5]1[CH:10]=[CH:9][C:8]([C:11]2[N:16]=[CH:15][C:14]([CH2:17][NH:18][CH:19]3[CH2:24][CH2:23][N:22]([C:25]([O:27][C:28]([CH3:31])([CH3:30])[CH3:29])=[O:26])[CH2:21][CH2:20]3)=[CH:13][CH:12]=2)=[CH:7][CH:6]=1)(=[O:4])=[O:3].[CH:32](=O)[CH2:33][CH3:34].[BH-](OC(C)=O)(OC(C)=O)OC(C)=O.[Na+]. (7) Given the product [Cl:1][C:2]1[CH:9]=[CH:8][CH:7]=[C:6]([F:10])[C:3]=1[CH2:4][NH:14][CH:11]1[CH2:13][CH2:12]1, predict the reactants needed to synthesize it. The reactants are: [Cl:1][C:2]1[CH:9]=[CH:8][CH:7]=[C:6]([F:10])[C:3]=1[CH:4]=O.[CH:11]1([NH2:14])[CH2:13][CH2:12]1.